From a dataset of Catalyst prediction with 721,799 reactions and 888 catalyst types from USPTO. Predict which catalyst facilitates the given reaction. (1) Reactant: [S:1]([N:11]1[C:19]2[C:14](=[CH:15][CH:16]=[CH:17][CH:18]=2)[C:13]([CH2:20][N:21]2[CH2:26][CH2:25][CH2:24][C:23]3([CH2:31][CH2:30][NH:29][CH2:28][CH2:27]3)[C:22]2=[O:32])=[CH:12]1)([C:4]1[CH:10]=[CH:9][C:7]([CH3:8])=[CH:6][CH:5]=1)(=[O:3])=[O:2].[CH3:33][C:34]1[O:38][C:37](=[O:39])[NH:36][N:35]=1. Product: [C:34]([NH:35][NH:36][C:37]([N:29]1[CH2:30][CH2:31][C:23]2([C:22](=[O:32])[N:21]([CH2:20][C:13]3[C:14]4[C:19](=[CH:18][CH:17]=[CH:16][CH:15]=4)[N:11]([S:1]([C:4]4[CH:10]=[CH:9][C:7]([CH3:8])=[CH:6][CH:5]=4)(=[O:2])=[O:3])[CH:12]=3)[CH2:26][CH2:25][CH2:24]2)[CH2:27][CH2:28]1)=[O:39])(=[O:38])[CH3:33]. The catalyst class is: 1. (2) Reactant: FC(F)(F)C(O)=O.[CH3:8][C@@H:9]1[NH:13][C@H:12]([C:14]([O:16][CH2:17][CH3:18])=[O:15])[CH2:11][CH2:10]1.C([O-])([O-])=O.[K+].[K+].Cl[C:26]1[N:31]=[CH:30][CH:29]=[CH:28][N:27]=1. Product: [CH3:8][C@@H:9]1[N:13]([C:26]2[N:31]=[CH:30][CH:29]=[CH:28][N:27]=2)[C@H:12]([C:14]([O:16][CH2:17][CH3:18])=[O:15])[CH2:11][CH2:10]1. The catalyst class is: 3.